This data is from Catalyst prediction with 721,799 reactions and 888 catalyst types from USPTO. The task is: Predict which catalyst facilitates the given reaction. (1) Reactant: [C:1]([N:4]1[CH2:9][CH2:8][C@H:7]([NH:10][C:11](=[O:20])[O:12][CH2:13][C:14]2[CH:19]=[CH:18][CH:17]=[CH:16][CH:15]=2)[C@H:6]([O:21][CH3:22])[CH2:5]1)(=[O:3])[NH2:2].Br[CH:24]([CH2:34][CH3:35])[C:25](=O)[C:26]([O:28][CH2:29][CH2:30]CC)=[O:27].[C:36](=O)(O)[O-].[Na+]. Product: [CH2:13]([O:12][C:11]([NH:10][C@H:7]1[CH2:8][CH2:9][N:4]([C:1]2[O:3][C:24]([CH:34]([CH3:35])[CH3:36])=[C:25]([C:26]([O:28][CH2:29][CH3:30])=[O:27])[N:2]=2)[CH2:5][C@H:6]1[O:21][CH3:22])=[O:20])[C:14]1[CH:15]=[CH:16][CH:17]=[CH:18][CH:19]=1. The catalyst class is: 1. (2) Reactant: [C:1]([O:5][C:6]([N:8]1[CH2:12][CH2:11][CH:10]([C:13]2[S:14][C:15]([C:31]([O:33]CC)=[O:32])=[C:16]([C:18]3[CH:23]=[CH:22][C:21]([O:24][C:25]4[CH:30]=[CH:29][CH:28]=[CH:27][CH:26]=4)=[CH:20][CH:19]=3)[N:17]=2)[CH2:9]1)=[O:7])([CH3:4])([CH3:3])[CH3:2].[Li+].[OH-]. Product: [C:1]([O:5][C:6]([N:8]1[CH2:12][CH2:11][CH:10]([C:13]2[S:14][C:15]([C:31]([OH:33])=[O:32])=[C:16]([C:18]3[CH:19]=[CH:20][C:21]([O:24][C:25]4[CH:26]=[CH:27][CH:28]=[CH:29][CH:30]=4)=[CH:22][CH:23]=3)[N:17]=2)[CH2:9]1)=[O:7])([CH3:4])([CH3:2])[CH3:3]. The catalyst class is: 20. (3) Reactant: [NH:1]1[C:5]2[CH:6]=[CH:7][CH:8]=[C:9]([C:10]([O:12][CH3:13])=[O:11])[C:4]=2[N:3]=[CH:2]1.[N+:14]([O-])([O-:16])=[O:15].[K+].[OH-].[Na+]. Product: [N+:14]([C:7]1[CH:8]=[C:9]([C:10]([O:12][CH3:13])=[O:11])[C:4]2[N:3]=[CH:2][NH:1][C:5]=2[CH:6]=1)([O-:16])=[O:15]. The catalyst class is: 65. (4) Reactant: [CH3:1][O:2][C:3]1[CH:8]=[CH:7][C:6]([CH2:9][C:10]([C:12]2[S:13][CH:14]=[CH:15][CH:16]=2)=O)=[CH:5][CH:4]=1.Cl.[C:18]1([NH:24][NH2:25])[CH:23]=[CH:22][CH:21]=[CH:20][CH:19]=1.CCN(CC)CC. Product: [CH3:1][O:2][C:3]1[CH:8]=[CH:7][C:6]([CH2:9][C:10](=[N:25][NH:24][C:18]2[CH:23]=[CH:22][CH:21]=[CH:20][CH:19]=2)[C:12]2[S:13][CH:14]=[CH:15][CH:16]=2)=[CH:5][CH:4]=1. The catalyst class is: 260. (5) Reactant: [ClH:1].[OH:2][NH:3][C:4]([C@@H:6]([N:30]1[CH2:35][CH2:34][N:33]([S:36]([CH3:39])(=[O:38])=[O:37])[CH2:32][CH2:31]1)[CH2:7][NH:8][C:9](=[O:29])[C:10]1[CH:15]=[CH:14][C:13]([O:16][CH2:17][C:18]2[C:27]3[C:22](=[CH:23][CH:24]=[CH:25][CH:26]=3)[N:21]=[C:20]([CH3:28])[CH:19]=2)=[CH:12][CH:11]=1)=[O:5]. Product: [ClH:1].[ClH:1].[OH:2][NH:3][C:4]([C@@H:6]([N:30]1[CH2:35][CH2:34][N:33]([S:36]([CH3:39])(=[O:38])=[O:37])[CH2:32][CH2:31]1)[CH2:7][NH:8][C:9](=[O:29])[C:10]1[CH:15]=[CH:14][C:13]([O:16][CH2:17][C:18]2[C:27]3[C:22](=[CH:23][CH:24]=[CH:25][CH:26]=3)[N:21]=[C:20]([CH3:28])[CH:19]=2)=[CH:12][CH:11]=1)=[O:5]. The catalyst class is: 32.